From a dataset of Forward reaction prediction with 1.9M reactions from USPTO patents (1976-2016). Predict the product of the given reaction. (1) Given the reactants C[O:2][C:3]1[CH:4]=[C:5]([B:16]2[O:20][C:19]([CH3:22])([CH3:21])[C:18]([CH3:24])([CH3:23])[O:17]2)[CH:6]=[CH:7][C:8]=1[O:9][C:10]1[CH:15]=[CH:14][CH:13]=[CH:12][CH:11]=1.B(Br)(Br)Br, predict the reaction product. The product is: [O:9]([C:8]1[CH:7]=[CH:6][C:5]([B:16]2[O:20][C:19]([CH3:21])([CH3:22])[C:18]([CH3:24])([CH3:23])[O:17]2)=[CH:4][C:3]=1[OH:2])[C:10]1[CH:15]=[CH:14][CH:13]=[CH:12][CH:11]=1. (2) Given the reactants [NH2:1][C:2]1[N:7]=[C:6](S(C)=O)[C:5]([C:11]2[CH:12]=[CH:13][C:14](=[O:20])[N:15]([CH:17]([CH3:19])[CH3:18])[N:16]=2)=[C:4]([C:21]2[CH:26]=[CH:25][CH:24]=[CH:23][CH:22]=2)[N:3]=1.[CH3:27][N:28]([CH3:32])[CH2:29][CH2:30][NH2:31], predict the reaction product. The product is: [NH2:1][C:2]1[N:7]=[C:6]([NH:31][CH2:30][CH2:29][N:28]([CH3:32])[CH3:27])[C:5]([C:11]2[CH:12]=[CH:13][C:14](=[O:20])[N:15]([CH:17]([CH3:19])[CH3:18])[N:16]=2)=[C:4]([C:21]2[CH:26]=[CH:25][CH:24]=[CH:23][CH:22]=2)[N:3]=1.